The task is: Predict the reactants needed to synthesize the given product.. This data is from Full USPTO retrosynthesis dataset with 1.9M reactions from patents (1976-2016). (1) Given the product [C:5]([N:11]1[C:10]2[C:9](=[CH:15][C:14]([I:16])=[C:13]([CH3:17])[CH:12]=2)[CH:8]=[N:29]1)(=[O:7])[CH3:6], predict the reactants needed to synthesize it. The reactants are: C(O[C:5](=[O:7])[CH3:6])(=O)C.[CH3:8][C:9]1[CH:15]=[C:14]([I:16])[C:13]([CH3:17])=[CH:12][C:10]=1[NH2:11].C([O-])(=O)C.[K+].C(O[N:29]=O)CC(C)C. (2) The reactants are: [F:1][C:2]1([F:18])[CH2:17][C:6]2[S:7][C:8]([NH2:16])=[C:9]([C:10]3[O:14][N:13]=[C:12]([CH3:15])[N:11]=3)[C:5]=2[CH2:4][CH2:3]1.[C:19]12[C:27](=[O:28])[O:26][C:24](=[O:25])[C:20]=1[CH2:21][CH2:22][CH2:23]2. Given the product [F:18][C:2]1([F:1])[CH2:17][C:6]2[S:7][C:8]([NH:16][C:27]([C:19]3[CH2:23][CH2:22][CH2:21][C:20]=3[C:24]([OH:26])=[O:25])=[O:28])=[C:9]([C:10]3[O:14][N:13]=[C:12]([CH3:15])[N:11]=3)[C:5]=2[CH2:4][CH2:3]1, predict the reactants needed to synthesize it. (3) The reactants are: [Li][CH2:2][CH2:3]CC.[C:6]([N:13]1[C@@H:18]([CH:19]=O)[CH2:17][CH2:16][CH2:15][C@@H:14]1[CH3:21])([O:8][C:9]([CH3:12])([CH3:11])[CH3:10])=[O:7].CCOC(C)=O.CCCCCC. Given the product [C:6]([N:13]1[C@@H:18]([CH:19]=[CH:2][CH3:3])[CH2:17][CH2:16][CH2:15][C@@H:14]1[CH3:21])([O:8][C:9]([CH3:12])([CH3:11])[CH3:10])=[O:7], predict the reactants needed to synthesize it.